From a dataset of Forward reaction prediction with 1.9M reactions from USPTO patents (1976-2016). Predict the product of the given reaction. (1) Given the reactants [CH2:1]([O:5][C:6]1[C:11]([CH2:12][NH:13][C:14](=[O:35])[NH:15][C:16]2[CH:34]=[CH:33][C:19]([CH2:20][NH:21][S:22]([NH:25]C(=O)OC(C)(C)C)(=[O:24])=[O:23])=[CH:18][CH:17]=2)=[CH:10][CH:9]=[C:8]([C:36]([F:39])([F:38])[F:37])[N:7]=1)[CH2:2][CH2:3][CH3:4].C(=O)(O)[O-].[Na+], predict the reaction product. The product is: [CH2:1]([O:5][C:6]1[C:11]([CH2:12][NH:13][C:14]([NH:15][C:16]2[CH:34]=[CH:33][C:19]([CH2:20][NH:21][S:22](=[O:23])(=[O:24])[NH2:25])=[CH:18][CH:17]=2)=[O:35])=[CH:10][CH:9]=[C:8]([C:36]([F:39])([F:38])[F:37])[N:7]=1)[CH2:2][CH2:3][CH3:4]. (2) Given the reactants Cl[CH2:2][C:3](=O)[CH2:4][C:5]([O:7][CH2:8][CH3:9])=[O:6].[CH3:11][O:12][C:13]1[CH:14]=[C:15]([NH:25][C:26]([NH2:28])=[S:27])[CH:16]=[CH:17][C:18]=1[N:19]1[CH:23]=[C:22]([CH3:24])[N:21]=[CH:20]1, predict the reaction product. The product is: [CH2:8]([O:7][C:5](=[O:6])[CH2:4][C:3]1[N:28]=[C:26]([NH:25][C:15]2[CH:16]=[CH:17][C:18]([N:19]3[CH:23]=[C:22]([CH3:24])[N:21]=[CH:20]3)=[C:13]([O:12][CH3:11])[CH:14]=2)[S:27][CH:2]=1)[CH3:9]. (3) Given the reactants Cl.[Cl:2][C:3]1[CH:4]=[C:5]2[C:10](=[CH:11][CH:12]=1)[CH:9]=[C:8]([S:13]([N:16]1[CH2:21][CH2:20][N:19]([C:22]([C:24]3[S:25][C:26]4[CH2:27][NH:28][CH2:29][CH2:30][C:31]=4[N:32]=3)=[O:23])[CH2:18][CH2:17]1)(=[O:15])=[O:14])[CH:7]=[CH:6]2.Cl.ClC1C=C2C(=CC=1)C=C(S(N1CC[N:51]([C:54](C3SC4C(C=NO)NC(N)CC=4N=3)=[O:55])CC1)(=O)=O)C=C2, predict the reaction product. The product is: [C:54]([CH:29]1[NH:28][CH2:27][C:26]2[S:25][C:24]([C:22]([N:19]3[CH2:18][CH2:17][N:16]([S:13]([C:8]4[CH:7]=[CH:6][C:5]5[C:10](=[CH:11][CH:12]=[C:3]([Cl:2])[CH:4]=5)[CH:9]=4)(=[O:14])=[O:15])[CH2:21][CH2:20]3)=[O:23])=[N:32][C:31]=2[CH2:30]1)(=[O:55])[NH2:51]. (4) Given the reactants [NH2:1][C:2]1[CH:7]=[CH:6][CH:5]=[C:4]([CH3:8])[CH:3]=1.C1(CN)CCCCC1.[O:17]=[C:18]1[C:26]2([CH2:30][O:29][C:28]3[CH:31]=[C:32]4[C:36](=[CH:37][C:27]2=3)[CH2:35][CH2:34][O:33]4)[C:25]2[C:20](=[CH:21][CH:22]=[CH:23][CH:24]=2)[N:19]1[CH2:38][C:39]1[CH:47]=[CH:46][CH:45]=[CH:44][C:40]=1[C:41](O)=[O:42].O=C1C2(COC3C=C4C(=CC2=3)CCO4)C2C(=CC=CC=2)N1CC1C=C(C=CC=1)C(O)=O, predict the reaction product. The product is: [CH3:8][C:4]1[CH:3]=[C:2]([NH:1][C:41](=[O:42])[C:40]2[CH:44]=[CH:45][CH:46]=[CH:47][C:39]=2[CH2:38][N:19]2[C:20]3[C:25](=[CH:24][CH:23]=[CH:22][CH:21]=3)[C:26]3([CH2:30][O:29][C:28]4[CH:31]=[C:32]5[C:36](=[CH:37][C:27]3=4)[CH2:35][CH2:34][O:33]5)[C:18]2=[O:17])[CH:7]=[CH:6][CH:5]=1.